From a dataset of Full USPTO retrosynthesis dataset with 1.9M reactions from patents (1976-2016). Predict the reactants needed to synthesize the given product. (1) The reactants are: [CH3:1][S:2](Cl)(=[O:4])=[O:3].[NH:6]1[CH2:10][CH2:9][C@H:8]([NH:11][C:12](=[O:18])[O:13][C:14]([CH3:17])([CH3:16])[CH3:15])[CH2:7]1.CCN(CC)CC. Given the product [CH3:1][S:2]([N:6]1[CH2:10][CH2:9][C@H:8]([NH:11][C:12](=[O:18])[O:13][C:14]([CH3:16])([CH3:15])[CH3:17])[CH2:7]1)(=[O:4])=[O:3], predict the reactants needed to synthesize it. (2) Given the product [Cl:1][C:2]1[C:7]([C:8]2[CH:13]=[CH:12][C:11]([O:26][CH3:25])=[CH:10][CH:9]=2)=[N:6][N:5]=[C:4]2[N:14]([CH3:24])[N:15]=[C:16]([C:17]3[CH:22]=[CH:21][CH:20]=[C:19]([O:39][CH3:38])[CH:18]=3)[C:3]=12, predict the reactants needed to synthesize it. The reactants are: [Cl:1][C:2]1[C:7]([C:8]2[CH:13]=[CH:12][CH:11]=[CH:10][CH:9]=2)=[N:6][N:5]=[C:4]2[N:14]([CH3:24])[N:15]=[C:16]([C:17]3[CH:22]=[CH:21][CH:20]=[CH:19][C:18]=3Cl)[C:3]=12.[CH3:25][O:26]C1C=C(C=CC=1)C(CC#N)=O.[CH3:38][O:39]C1C=CC(C#C)=CC=1. (3) Given the product [CH2:2]([O:25][C:18]1[C:19]([N+:22]([O-:24])=[O:23])=[N:20][CH:21]=[C:16]([Cl:15])[CH:17]=1)[C:3]1[CH:8]=[CH:7][CH:6]=[CH:5][CH:4]=1, predict the reactants needed to synthesize it. The reactants are: Br[CH2:2][C:3]1[CH:8]=[CH:7][CH:6]=[CH:5][CH:4]=1.C(=O)([O-])[O-].[Cs+].[Cs+].[Cl:15][C:16]1[CH:17]=[C:18]([OH:25])[C:19]([N+:22]([O-:24])=[O:23])=[N:20][CH:21]=1.